Regression. Given a peptide amino acid sequence and an MHC pseudo amino acid sequence, predict their binding affinity value. This is MHC class I binding data. From a dataset of Peptide-MHC class I binding affinity with 185,985 pairs from IEDB/IMGT. The peptide sequence is NMVADLWHA. The MHC is HLA-B46:01 with pseudo-sequence HLA-B46:01. The binding affinity (normalized) is 0.0847.